From a dataset of Full USPTO retrosynthesis dataset with 1.9M reactions from patents (1976-2016). Predict the reactants needed to synthesize the given product. (1) The reactants are: [N+:1]([C:4]1[CH:9]=[CH:8][C:7]([N:10]2[CH2:15][CH2:14][N:13]([C:16]([O:18][C:19]([CH3:22])([CH3:21])[CH3:20])=[O:17])[CH:12]([C:23](OC)=[O:24])[CH2:11]2)=[CH:6][CH:5]=1)([O-:3])=[O:2].[H-].[H-].[H-].[H-].[Li+].[Al+3]. Given the product [OH:24][CH2:23][CH:12]1[CH2:11][N:10]([C:7]2[CH:6]=[CH:5][C:4]([N+:1]([O-:3])=[O:2])=[CH:9][CH:8]=2)[CH2:15][CH2:14][N:13]1[C:16]([O:18][C:19]([CH3:22])([CH3:21])[CH3:20])=[O:17], predict the reactants needed to synthesize it. (2) Given the product [C:1]([O:5][CH2:23][CH2:22][CH2:21][CH2:20][CH2:19][CH2:18][CH2:17][CH2:16][CH2:15][CH2:14][CH2:13][CH2:12][CH2:11][CH2:10][CH2:9][CH2:8][CH2:7][CH3:6])(=[O:4])[CH:2]=[CH2:3], predict the reactants needed to synthesize it. The reactants are: [C:1]([OH:5])(=[O:4])[CH:2]=[CH2:3].[CH2:6](O)[CH2:7][CH2:8][CH2:9][CH2:10][CH2:11][CH2:12][CH2:13][CH2:14][CH2:15][CH2:16][CH2:17][CH2:18][CH2:19][CH2:20][CH2:21][CH2:22][CH3:23].C1C2NC3C(=CC=CC=3)SC=2C=CC=1. (3) Given the product [Cl:1][CH2:2][CH2:3][CH2:4][CH:5]([C:13]1[CH:18]=[CH:17][CH:16]=[CH:15][C:14]=1[C:19]([F:20])([F:21])[F:22])[C:6]([OH:8])=[O:7], predict the reactants needed to synthesize it. The reactants are: [Cl:1][CH2:2][CH2:3][CH2:4][CH:5]([C:13]1[CH:18]=[CH:17][CH:16]=[CH:15][C:14]=1[C:19]([F:22])([F:21])[F:20])[C:6]([O:8]C(C)(C)C)=[O:7]. (4) Given the product [Br:1][C:2]1[CH:3]=[C:4]([NH:10][C:11]2[CH:16]=[CH:15][C:14]([N:17]3[CH2:22][CH2:21][N:20]([CH2:23][C:24]([OH:25])([CH3:27])[CH3:26])[CH2:19][CH2:18]3)=[CH:13][N:12]=2)[C:5](=[O:9])[N:6]([CH3:8])[CH:7]=1, predict the reactants needed to synthesize it. The reactants are: [Br:1][C:2]1[CH:3]=[C:4]([NH:10][C:11]2[CH:16]=[CH:15][C:14]([N:17]3[CH2:22][CH2:21][NH:20][CH2:19][CH2:18]3)=[CH:13][N:12]=2)[C:5](=[O:9])[N:6]([CH3:8])[CH:7]=1.[CH3:23][C:24]1([CH3:27])[CH2:26][O:25]1.C([O-])([O-])=O.[Cs+].[Cs+]. (5) Given the product [CH:8]1([CH2:7][N:6]2[C:2]([C:29]3[CH:30]=[CH:31][C:26]([CH:24]=[O:25])=[C:27]([C:35]([F:36])([F:37])[F:38])[CH:28]=3)=[CH:3][C:4]([C:15]([NH:17][CH:18]3[CH2:23][CH2:22][O:21][CH2:20][CH2:19]3)=[O:16])=[C:5]2[CH3:14])[CH2:13][CH2:12][CH2:11][CH2:10][CH2:9]1, predict the reactants needed to synthesize it. The reactants are: Br[C:2]1[N:6]([CH2:7][CH:8]2[CH2:13][CH2:12][CH2:11][CH2:10][CH2:9]2)[C:5]([CH3:14])=[C:4]([C:15]([NH:17][CH:18]2[CH2:23][CH2:22][O:21][CH2:20][CH2:19]2)=[O:16])[CH:3]=1.[CH:24]([C:26]1[CH:31]=[CH:30][C:29](B(O)O)=[CH:28][C:27]=1[C:35]([F:38])([F:37])[F:36])=[O:25].C([O-])([O-])=O.[K+].[K+].